Task: Predict the product of the given reaction.. Dataset: Forward reaction prediction with 1.9M reactions from USPTO patents (1976-2016) (1) Given the reactants [F:1][C:2]1[CH:3]=[C:4]([CH:8]=[CH:9][C:10]=1[F:11])[C:5]([NH2:7])=[NH:6].[Cl:12][C:13]1[CH:24]=[C:23]([Cl:25])[CH:22]=[CH:21][C:14]=1[CH:15]=[C:16]([C:19]#[N:20])[C:17]#[N:18], predict the reaction product. The product is: [NH2:20][CH2:19][C:16]1[C:17]([NH2:18])=[N:6][C:5]([C:4]2[CH:8]=[CH:9][C:10]([F:11])=[C:2]([F:1])[CH:3]=2)=[N:7][C:15]=1[C:14]1[CH:21]=[CH:22][C:23]([Cl:25])=[CH:24][C:13]=1[Cl:12]. (2) Given the reactants [H-].[Na+].[Br:3][C:4]1[CH:5]=[C:6]([CH3:26])[CH:7]=[C:8]2[C:13]=1[N:12]=[CH:11][N:10]([NH:14][C:15]1[CH:20]=[C:19]([Cl:21])[CH:18]=[CH:17][C:16]=1[S:22][CH2:23][CH3:24])[C:9]2=[O:25].[CH3:27][C:28]([O:31][C:32](O[C:32]([O:31][C:28]([CH3:30])([CH3:29])[CH3:27])=[O:33])=[O:33])([CH3:30])[CH3:29].O, predict the reaction product. The product is: [C:28]([O:31][C:32](=[O:33])[N:14]([N:10]1[C:9](=[O:25])[C:8]2[C:13](=[C:4]([Br:3])[CH:5]=[C:6]([CH3:26])[CH:7]=2)[N:12]=[CH:11]1)[C:15]1[CH:20]=[C:19]([Cl:21])[CH:18]=[CH:17][C:16]=1[S:22][CH2:23][CH3:24])([CH3:30])([CH3:29])[CH3:27].